Predict the reactants needed to synthesize the given product. From a dataset of Full USPTO retrosynthesis dataset with 1.9M reactions from patents (1976-2016). Given the product [N:1]([CH2:4][C@@H:5]1[C@@H:9]([F:24])[CH2:8][N:7]([CH2:11][C:12]2[CH:17]=[CH:16][CH:15]=[CH:14][CH:13]=2)[CH2:6]1)=[N+:2]=[N-:3], predict the reactants needed to synthesize it. The reactants are: [N:1]([CH2:4][C@@H:5]1[C@@H:9](O)[CH2:8][N:7]([CH2:11][C:12]2[CH:17]=[CH:16][CH:15]=[CH:14][CH:13]=2)[CH2:6]1)=[N+:2]=[N-:3].C(N(S(F)(F)[F:24])CC)C.C(=O)(O)[O-].[Na+].